This data is from Reaction yield outcomes from USPTO patents with 853,638 reactions. The task is: Predict the reaction yield, written as a fraction of the theoretical maximum amount of product (1.0 means a 100% yield; for example, 0.34 means a 34% yield). (1) The catalyst is C1COCC1.O.CO. The product is [CH3:24][C:21]([O:20][C:18]([N:16]1[CH2:15][C:14]2([CH2:25][CH:26]([C:27]([OH:29])=[O:28])[N:12]([C:10](=[O:11])[C@H:6]([CH:7]([CH3:8])[CH3:9])[NH:5][C:3]([O:2][CH3:1])=[O:4])[CH2:13]2)[CH2:17]1)=[O:19])([CH3:22])[CH3:23]. The reactants are [CH3:1][O:2][C:3]([NH:5][C@H:6]([C:10]([N:12]1[CH:26]([C:27]([O:29]CC)=[O:28])[CH2:25][C:14]2([CH2:17][N:16]([C:18]([O:20][C:21]([CH3:24])([CH3:23])[CH3:22])=[O:19])[CH2:15]2)[CH2:13]1)=[O:11])[CH:7]([CH3:9])[CH3:8])=[O:4].O.[OH-].[Li+].Cl. The yield is 0.760. (2) The reactants are C(OC([NH:8][N:9]([C:22]([C:24]1[C:33](=[O:34])[C:32]2[C:27](=[CH:28][C:29]([Cl:35])=[CH:30][CH:31]=2)[NH:26][C:25]=1[C:36](N1CCCC1)=[O:37])=[O:23])[CH2:10][C:11]1[CH:16]=[CH:15][C:14]([C:17]2[O:18][CH:19]=[N:20][N:21]=2)=[CH:13][CH:12]=1)=O)(C)(C)C.CS(O)(=O)=O. The catalyst is C1COCC1. The product is [Cl:35][C:29]1[CH:30]=[CH:31][C:32]2[C:33](=[O:34])[C:24]3[C:22](=[O:23])[N:9]([CH2:10][C:11]4[CH:16]=[CH:15][C:14]([C:17]5[O:18][CH:19]=[N:20][N:21]=5)=[CH:13][CH:12]=4)[N:8]=[C:36]([OH:37])[C:25]=3[NH:26][C:27]=2[CH:28]=1. The yield is 0.170. (3) The reactants are S(Cl)(Cl)=O.[NH2:5][C@H:6]1[CH2:11][CH2:10][CH2:9][CH2:8][C@H:7]1[C:12]([OH:14])=[O:13].[CH3:15]O. No catalyst specified. The product is [CH3:15][O:13][C:12]([C@@H:7]1[CH2:8][CH2:9][CH2:10][CH2:11][C@@H:6]1[NH2:5])=[O:14]. The yield is 1.00. (4) The reactants are [O:1]=[C:2]1[NH:7][C:6]2[CH:8]=[C:9]([C:12](OC)=[O:13])[CH:10]=[N:11][C:5]=2[N:4]2[CH2:16][CH2:17][S:18][CH2:19][CH:3]12.[H-].[Na+].[H-].[Al+3].[Li+].[H-].[H-].[H-].CO. The catalyst is O1CCCC1.O.C(OCC)(=O)C. The product is [OH:13][CH2:12][C:9]1[CH:10]=[N:11][C:5]2[N:4]3[CH2:16][CH2:17][S:18][CH2:19][CH:3]3[C:2](=[O:1])[NH:7][C:6]=2[CH:8]=1. The yield is 0.980. (5) The reactants are [N:1]1O[C:3]([O-])=[C:4]2[CH2:9][CH2:8][CH2:7][CH2:6][N+:5]=12.[F:11][C:12]1[CH:17]=[CH:16][C:15]([C:18]#C)=[CH:14][CH:13]=1. The catalyst is C1(C)C=C(C)C=C(C)C=1. The product is [F:11][C:12]1[CH:17]=[CH:16][C:15]([C:18]2[CH:3]=[C:4]3[CH2:9][CH2:8][CH2:7][CH2:6][N:5]3[N:1]=2)=[CH:14][CH:13]=1. The yield is 0.270.